This data is from Reaction yield outcomes from USPTO patents with 853,638 reactions. The task is: Predict the reaction yield, written as a fraction of the theoretical maximum amount of product (1.0 means a 100% yield; for example, 0.34 means a 34% yield). (1) The reactants are [Cl:1][C:2]1[C:11]2[C:6](=[CH:7][CH:8]=[CH:9][C:10]=2[O:12][CH:13]2[CH2:18][CH2:17][N:16]([CH3:19])[CH2:15][CH2:14]2)[N:5]=[CH:4][N:3]=1.[C:20]([C:22]1[CH:23]=[C:24]([CH:26]=[CH:27][C:28]=1[O:29][CH2:30][C:31]1[CH:36]=[CH:35][CH:34]=[CH:33][C:32]=1[F:37])[NH2:25])#[CH:21]. The catalyst is CC(O)C. The product is [ClH:1].[C:20]([C:22]1[CH:23]=[C:24]([CH:26]=[CH:27][C:28]=1[O:29][CH2:30][C:31]1[CH:36]=[CH:35][CH:34]=[CH:33][C:32]=1[F:37])[NH:25][C:2]1[C:11]2[C:6](=[CH:7][CH:8]=[CH:9][C:10]=2[O:12][CH:13]2[CH2:18][CH2:17][N:16]([CH3:19])[CH2:15][CH2:14]2)[N:5]=[CH:4][N:3]=1)#[CH:21]. The yield is 0.890. (2) The reactants are C([O:8][CH2:9][C@@H:10]([F:24])[CH2:11][N:12]1[CH:16]=[C:15]([C:17]([O:19][C:20]([CH3:23])([CH3:22])[CH3:21])=[O:18])[N:14]=[N:13]1)C1C=CC=CC=1. The catalyst is [OH-].[OH-].[Pd+2].CCOC(C)=O. The product is [F:24][C@H:10]([CH2:9][OH:8])[CH2:11][N:12]1[CH:16]=[C:15]([C:17]([O:19][C:20]([CH3:21])([CH3:22])[CH3:23])=[O:18])[N:14]=[N:13]1. The yield is 1.01.